From a dataset of Rat liver microsome stability data. Regression/Classification. Given a drug SMILES string, predict its absorption, distribution, metabolism, or excretion properties. Task type varies by dataset: regression for continuous measurements (e.g., permeability, clearance, half-life) or binary classification for categorical outcomes (e.g., BBB penetration, CYP inhibition). Dataset: rlm. (1) The molecule is Cc1ccc2nc(-c3cc(NC(=O)c4ccc5c(c4)OCCO5)ccc3Cl)oc2c1. The result is 0 (unstable in rat liver microsomes). (2) The drug is Cc1ccc(S(=O)(=O)Nc2cnccc2C(=O)Nc2ccc(S(=O)(=O)Nc3nccs3)cc2)cc1. The result is 1 (stable in rat liver microsomes). (3) The compound is COCCCS(=O)(=O)c1cccc(Oc2cccc(-c3c(C)cnc4c(C(F)(F)F)cccc34)c2)c1. The result is 1 (stable in rat liver microsomes). (4) The molecule is Cc1cc2c(NS(C)(=O)=O)cccc2n1-c1nc2c(c(NCc3ccccc3)n1)COCC2. The result is 1 (stable in rat liver microsomes). (5) The drug is COc1cc(Nc2nc(-c3ccncc3)nc3ccccc23)ccc1F. The result is 1 (stable in rat liver microsomes). (6) The molecule is N#Cc1ccc(-c2ccc(O[C@H]3O[C@H](CO)[C@@H](O)[C@H](O)[C@@H]3O)c(Cl)c2)cc1. The result is 0 (unstable in rat liver microsomes). (7) The molecule is O=C(N[C@@H](Cc1c[nH]c2ccccc12)C(=O)Nc1ccncc1)c1ccc(Nc2ccccc2)cc1F. The result is 0 (unstable in rat liver microsomes). (8) The compound is NC(=O)C1CCN(c2nccc(-c3ccc(Br)cc3)n2)CC1. The result is 1 (stable in rat liver microsomes). (9) The compound is CN(C)CCCN1c2ccccc2CCc2ccccc21. The result is 1 (stable in rat liver microsomes). (10) The molecule is O=C(Nc1ccc(Cl)cc1)Nc1ccc(-c2ccccc2)s1. The result is 0 (unstable in rat liver microsomes).